From a dataset of Cav3 T-type calcium channel HTS with 100,875 compounds. Binary Classification. Given a drug SMILES string, predict its activity (active/inactive) in a high-throughput screening assay against a specified biological target. (1) The drug is O=C(N1CCN(CC1)Cc1c(OC)cccc1)Cc1ccccc1. The result is 0 (inactive). (2) The molecule is O=C(Nc1c(cccc1)C)c1ccc(CN2CCc3c(C2)cccc3)cc1. The result is 1 (active). (3) The compound is O=C(NCC(CCCC)CC)C1C2CC(C1C(O)=O)C=C2. The result is 0 (inactive). (4) The compound is O(c1cc2nc(N3CCN(CC3)Cc3n(nnn3)C(CC)(C)C)c(cc2cc1)C#N)C. The result is 0 (inactive).